This data is from Peptide-MHC class I binding affinity with 185,985 pairs from IEDB/IMGT. The task is: Regression. Given a peptide amino acid sequence and an MHC pseudo amino acid sequence, predict their binding affinity value. This is MHC class I binding data. (1) The peptide sequence is MTQKARNAL. The MHC is HLA-B07:02 with pseudo-sequence HLA-B07:02. The binding affinity (normalized) is 0.746. (2) The peptide sequence is MLQKEYMER. The MHC is HLA-A03:01 with pseudo-sequence HLA-A03:01. The binding affinity (normalized) is 0.140. (3) The peptide sequence is MALMKLAAL. The MHC is HLA-A02:03 with pseudo-sequence HLA-A02:03. The binding affinity (normalized) is 0.190.